From a dataset of Catalyst prediction with 721,799 reactions and 888 catalyst types from USPTO. Predict which catalyst facilitates the given reaction. (1) Reactant: [I:1][C:2]1[C:3]([C:16](OCC)=[O:17])=[N:4][N:5]([CH2:7][C:8]2[CH:13]=[CH:12][C:11]([O:14][CH3:15])=[CH:10][CH:9]=2)[CH:6]=1.[Li+].[BH4-].O. Product: [CH3:15][O:14][C:11]1[CH:10]=[CH:9][C:8]([CH2:7][N:5]2[CH:6]=[C:2]([I:1])[C:3]([CH2:16][OH:17])=[N:4]2)=[CH:13][CH:12]=1. The catalyst class is: 1. (2) Reactant: CCN(C(C)C)C(C)C.[CH3:10][O:11][C:12]1[CH:17]=[CH:16][CH:15]=[CH:14][C:13]=1[C:18]1[NH:22][N:21]=[C:20]([C:23]([OH:25])=O)[CH:19]=1.C1C=CC2N(O)N=NC=2C=1.CCN=C=NCCCN(C)C.Cl.[NH2:48][CH2:49][C:50]([N:52]1[CH2:57][CH2:56][N:55]([C:58](=[O:70])[C:59]2[CH:64]=[C:63]([F:65])[CH:62]=[CH:61][C:60]=2[C:66]([F:69])([F:68])[F:67])[CH2:54][CH2:53]1)=[O:51]. Product: [F:65][C:63]1[CH:62]=[CH:61][C:60]([C:66]([F:68])([F:67])[F:69])=[C:59]([CH:64]=1)[C:58]([N:55]1[CH2:56][CH2:57][N:52]([C:50](=[O:51])[CH2:49][NH:48][C:23]([C:20]2[CH:19]=[C:18]([C:13]3[CH:14]=[CH:15][CH:16]=[CH:17][C:12]=3[O:11][CH3:10])[NH:22][N:21]=2)=[O:25])[CH2:53][CH2:54]1)=[O:70]. The catalyst class is: 18. (3) Reactant: [F:1][C:2]1[C:3]([CH3:31])=[C:4]([N:8]2[C:13](=[O:14])[C:12]([C:15](OC3CCCC(=O)C=3)=[O:16])=[CH:11][N:10]=[C:9]2[C:25]2[CH:30]=[CH:29][CH:28]=[CH:27][CH:26]=2)[CH:5]=[CH:6][CH:7]=1.[F-].[Cs+].[OH2:34].C([O:38][CH2:39][CH3:40])(=O)C. Product: [F:1][C:2]1[C:3]([CH3:31])=[C:4]([N:8]2[C:13](=[O:14])[C:12]([C:15]([C:6]3[C:7](=[O:34])[CH2:2][CH2:3][CH2:40][C:39]=3[OH:38])=[O:16])=[CH:11][N:10]=[C:9]2[C:25]2[CH:26]=[CH:27][CH:28]=[CH:29][CH:30]=2)[CH:5]=[CH:6][CH:7]=1. The catalyst class is: 10. (4) Reactant: [Cl:1][C:2]1[CH:3]=[CH:4][C:5]([O:23][CH3:24])=[C:6]([C@@:8]2([F:22])[C:16]3[C:11](=[CH:12][C:13]([C:17]([F:20])([F:19])[F:18])=[CH:14][CH:15]=3)[NH:10][C:9]2=[O:21])[CH:7]=1.[C:25]([O-])([O-])=[O:26].[K+].[K+].C=O.O. Product: [Cl:1][C:2]1[CH:3]=[CH:4][C:5]([O:23][CH3:24])=[C:6]([C@@:8]2([F:22])[C:16]3[C:11](=[CH:12][C:13]([C:17]([F:20])([F:19])[F:18])=[CH:14][CH:15]=3)[N:10]([CH2:25][OH:26])[C:9]2=[O:21])[CH:7]=1. The catalyst class is: 165. (5) Reactant: C[O:2][C:3]([CH:5]1[CH2:9][CH2:8][C:7]2([CH2:14][CH2:13][N:12]([C:15]([O:17][C:18]([CH3:21])([CH3:20])[CH3:19])=[O:16])[CH2:11][CH2:10]2)[C:6]1=O)=O.[NH2:23][NH2:24]. Product: [C:18]([O:17][C:15]([N:12]1[CH2:13][CH2:14][C:7]2([C:6]3[NH:24][NH:23][C:3](=[O:2])[C:5]=3[CH2:9][CH2:8]2)[CH2:10][CH2:11]1)=[O:16])([CH3:21])([CH3:20])[CH3:19]. The catalyst class is: 11.